Dataset: Forward reaction prediction with 1.9M reactions from USPTO patents (1976-2016). Task: Predict the product of the given reaction. (1) Given the reactants CO[C:3](=[O:12])[C:4]1[CH:9]=[C:8](I)[CH:7]=[C:6]([OH:11])[CH:5]=1.[O:13]([CH2:21][C@H:22](O)[CH3:23])[Si](C(C)(C)C)(C)C.[CH3:25][S:26]([C:29]1[CH:34]=[CH:33][C:32]([SH:35])=[CH:31][CH:30]=1)(=[O:28])=[O:27].[NH2:36][C:37]1[CH:41]=[CH:40][N:39]([CH3:42])[N:38]=1, predict the reaction product. The product is: [OH:13][CH2:21][CH:22]([CH3:23])[O:11][C:6]1[CH:7]=[C:8]([S:35][C:32]2[CH:33]=[CH:34][C:29]([S:26]([CH3:25])(=[O:28])=[O:27])=[CH:30][CH:31]=2)[CH:9]=[C:4]([CH:5]=1)[C:3]([NH:36][C:37]1[CH:41]=[CH:40][N:39]([CH3:42])[N:38]=1)=[O:12]. (2) The product is: [C:5]([N:1]1[CH:7]=[CH:12][N:3]=[CH:2]1)([N:1]1[CH:5]=[CH:4][N:3]=[CH:2]1)=[O:13]. Given the reactants [NH:1]1[CH:5]=[CH:4][N:3]=[CH:2]1.Cl[C:7]1[CH:12]=CC=CC=1.[OH-:13].[Na+], predict the reaction product.